Dataset: Catalyst prediction with 721,799 reactions and 888 catalyst types from USPTO. Task: Predict which catalyst facilitates the given reaction. (1) Reactant: [C:1]([O:5][C:6]([NH:8][C@@H:9]1[CH2:14][CH2:13][CH2:12][N:11]([C:15]2[N:16]=[N:17][C:18]([C:31](=[O:33])[NH2:32])=[C:19]([NH:21][C:22]3[CH:30]=[CH:29][C:25]([C:26](O)=[O:27])=[CH:24][CH:23]=3)[N:20]=2)[CH2:10]1)=[O:7])([CH3:4])([CH3:3])[CH3:2].[NH:34]1[CH2:39][CH2:38][O:37][CH2:36][CH2:35]1.CCN(C(C)C)C(C)C.C1CN([P+](ON2N=NC3C=CC=CC2=3)(N2CCCC2)N2CCCC2)CC1.F[P-](F)(F)(F)(F)F. Product: [C:31]([C:18]1[N:17]=[N:16][C:15]([N:11]2[CH2:12][CH2:13][CH2:14][C@@H:9]([NH:8][C:6](=[O:7])[O:5][C:1]([CH3:3])([CH3:2])[CH3:4])[CH2:10]2)=[N:20][C:19]=1[NH:21][C:22]1[CH:23]=[CH:24][C:25]([C:26]([N:34]2[CH2:39][CH2:38][O:37][CH2:36][CH2:35]2)=[O:27])=[CH:29][CH:30]=1)(=[O:33])[NH2:32]. The catalyst class is: 31. (2) Reactant: [CH3:1][S:2][C:3]1[S:4][C:5]2[CH:11]=[C:10]([OH:12])[CH:9]=[CH:8][C:6]=2[N:7]=1.Cl[C:14]1[CH:19]=[CH:18][N:17]=[C:16]([C:20]([O:22][C:23]([CH3:26])([CH3:25])[CH3:24])=[O:21])[CH:15]=1.C(=O)([O-])[O-].[Cs+].[Cs+].O. Product: [CH3:1][S:2][C:3]1[S:4][C:5]2[CH:11]=[C:10]([O:12][C:14]3[CH:19]=[CH:18][N:17]=[C:16]([C:20]([O:22][C:23]([CH3:26])([CH3:25])[CH3:24])=[O:21])[CH:15]=3)[CH:9]=[CH:8][C:6]=2[N:7]=1. The catalyst class is: 9. (3) Product: [CH3:31][N:32]([CH3:33])[C:2]1[CH:3]=[C:4]([CH:27]=[CH:28][N:29]=1)[C:5]([NH:7][C:8]1[CH:9]=[CH:10][C:11]([CH3:26])=[C:12]([NH:14][C:15]([C:17]2[S:25][C:20]3=[N:21][CH:22]=[CH:23][N:24]=[C:19]3[CH:18]=2)=[O:16])[CH:13]=1)=[O:6]. Reactant: Br[C:2]1[CH:3]=[C:4]([CH:27]=[CH:28][N:29]=1)[C:5]([NH:7][C:8]1[CH:9]=[CH:10][C:11]([CH3:26])=[C:12]([NH:14][C:15]([C:17]2[S:25][C:20]3=[N:21][CH:22]=[CH:23][N:24]=[C:19]3[CH:18]=2)=[O:16])[CH:13]=1)=[O:6].Cl.[CH3:31][NH:32][CH3:33]. The catalyst class is: 8. (4) The catalyst class is: 4. Product: [NH2:30][C@@H:29]([C:28]#[C:27][C:25]1[S:26][C:19]2[C:18]([NH:17][C:4]3[CH:5]=[CH:6][C:7]([O:8][CH2:9][C:10]4[CH:15]=[CH:14][CH:13]=[C:12]([F:16])[CH:11]=4)=[C:2]([Cl:1])[CH:3]=3)=[N:23][CH:22]=[N:21][C:20]=2[CH:24]=1)[CH2:33][OH:32]. Reactant: [Cl:1][C:2]1[CH:3]=[C:4]([NH:17][C:18]2[C:19]3[S:26][C:25]([C:27]#[C:28][C@H:29]4[CH2:33][O:32]C(C)(C)[N:30]4C(OC(C)(C)C)=O)=[CH:24][C:20]=3[N:21]=[CH:22][N:23]=2)[CH:5]=[CH:6][C:7]=1[O:8][CH2:9][C:10]1[CH:15]=[CH:14][CH:13]=[C:12]([F:16])[CH:11]=1.FC(F)(F)C(O)=O.